The task is: Regression. Given a peptide amino acid sequence and an MHC pseudo amino acid sequence, predict their binding affinity value. This is MHC class I binding data.. This data is from Peptide-MHC class I binding affinity with 185,985 pairs from IEDB/IMGT. (1) The peptide sequence is YGLGSTPLY. The MHC is HLA-A26:01 with pseudo-sequence HLA-A26:01. The binding affinity (normalized) is 0.198. (2) The peptide sequence is IRHENRMVL. The MHC is HLA-B46:01 with pseudo-sequence HLA-B46:01. The binding affinity (normalized) is 0.0847. (3) The peptide sequence is IEEQVNKTM. The MHC is HLA-A29:02 with pseudo-sequence HLA-A29:02. The binding affinity (normalized) is 0.213. (4) The MHC is H-2-Kb with pseudo-sequence H-2-Kb. The binding affinity (normalized) is 0. The peptide sequence is KLLNTRRR. (5) The peptide sequence is SQIQLSLLK. The MHC is HLA-A11:01 with pseudo-sequence HLA-A11:01. The binding affinity (normalized) is 0.688. (6) The peptide sequence is SEFWLNYTA. The MHC is HLA-A30:01 with pseudo-sequence HLA-A30:01. The binding affinity (normalized) is 0.0847. (7) The peptide sequence is FHGEFTRAL. The MHC is HLA-A29:02 with pseudo-sequence HLA-A29:02. The binding affinity (normalized) is 0.0847. (8) The peptide sequence is ITGQIIFGF. The MHC is HLA-B27:05 with pseudo-sequence HLA-B27:05. The binding affinity (normalized) is 0.0847. (9) The peptide sequence is YTLHVIKSDLV. The MHC is Mamu-A01 with pseudo-sequence Mamu-A01. The binding affinity (normalized) is 0.117.